This data is from Reaction yield outcomes from USPTO patents with 853,638 reactions. The task is: Predict the reaction yield, written as a fraction of the theoretical maximum amount of product (1.0 means a 100% yield; for example, 0.34 means a 34% yield). (1) No catalyst specified. The product is [C:3]([C:5]1[CH:6]=[C:7]([NH:10][C:11]2[C:20]3[C:15](=[CH:16][CH:17]=[CH:18][CH:19]=3)[N:14]=[C:13]([C:21]3[CH:26]=[CH:25][CH:24]=[CH:23][CH:22]=3)[N:12]=2)[NH:8][N:9]=1)([OH:4])=[O:2]. The reactants are C[O:2][C:3]([C:5]1[CH:6]=[C:7]([NH:10][C:11]2[C:20]3[C:15](=[CH:16][CH:17]=[CH:18][CH:19]=3)[N:14]=[C:13]([C:21]3[CH:26]=[CH:25][CH:24]=[CH:23][CH:22]=3)[N:12]=2)[NH:8][N:9]=1)=[O:4].[OH-].[Na+].Cl. The yield is 0.940. (2) The reactants are C[N:2]([CH3:26])[CH:3]=[CH:4][C:5]([C:7]1[CH:8]=[C:9]([NH:13][C:14](=[O:25])[C:15]2[CH:20]=[CH:19][CH:18]=[C:17]([C:21]([F:24])([F:23])[F:22])[CH:16]=2)[CH:10]=[CH:11][CH:12]=1)=O.N[C:28]1[CH:32]=C[NH:30][N:29]=1. The catalyst is C(O)(=O)C. The product is [N:29]1[N:30]2[C:5]([C:7]3[CH:8]=[C:9]([NH:13][C:14](=[O:25])[C:15]4[CH:20]=[CH:19][CH:18]=[C:17]([C:21]([F:24])([F:22])[F:23])[CH:16]=4)[CH:10]=[CH:11][CH:12]=3)=[CH:4][CH:3]=[N:2][C:26]2=[CH:32][CH:28]=1. The yield is 0.910. (3) The reactants are C(OC(=O)[NH:7][C@H:8]([CH3:17])[CH2:9][N:10]([CH2:14][CH2:15][CH3:16])[CH2:11][CH2:12][CH3:13])(C)(C)C.FC(F)(F)C(O)=O. The catalyst is ClCCl. The product is [CH2:14]([N:10]([CH2:11][CH2:12][CH3:13])[CH2:9][C@H:8]([NH2:7])[CH3:17])[CH2:15][CH3:16]. The yield is 0.550.